This data is from Reaction yield outcomes from USPTO patents with 853,638 reactions. The task is: Predict the reaction yield, written as a fraction of the theoretical maximum amount of product (1.0 means a 100% yield; for example, 0.34 means a 34% yield). (1) The reactants are C1C(=O)N([Br:8])C(=O)C1.[CH2:9]([C@:11]12[CH2:35][CH2:34][C@@:33]([C:37]([F:40])([F:39])[F:38])([OH:36])[CH2:32][C@H:12]1[CH2:13][CH2:14][CH2:15][C:16]1[C:17]2=[CH:18][C:19]2[CH:20]=[N:21][N:22]([C:25]3[CH:30]=[CH:29][C:28]([F:31])=[CH:27][CH:26]=3)[C:23]=2[CH:24]=1)[CH3:10]. The catalyst is CN(C=O)C. The product is [Br:8][C:24]1[C:23]2[N:22]([C:25]3[CH:26]=[CH:27][C:28]([F:31])=[CH:29][CH:30]=3)[N:21]=[CH:20][C:19]=2[CH:18]=[C:17]2[C@@:11]3([CH2:9][CH3:10])[CH2:35][CH2:34][C@@:33]([C:37]([F:40])([F:39])[F:38])([OH:36])[CH2:32][C@H:12]3[CH2:13][CH2:14][CH2:15][C:16]=12. The yield is 0.490. (2) The reactants are [C:1]([C:5]1[CH:10]=[C:9]([C:11]([F:14])([F:13])[F:12])[C:8]([N+:15]([O-])=O)=[CH:7][C:6]=1[O:18]CC1C=CC=CC=1)([CH3:4])([CH3:3])[CH3:2].C([O-])=O.[NH4+]. The catalyst is CCO.[Pd]. The product is [NH2:15][C:8]1[C:9]([C:11]([F:12])([F:13])[F:14])=[CH:10][C:5]([C:1]([CH3:2])([CH3:3])[CH3:4])=[C:6]([OH:18])[CH:7]=1. The yield is 0.520. (3) The reactants are [C:1]1([CH:8]=[CH:7][C:5]([OH:6])=[CH:4][CH:3]=1)[OH:2].Br[CH2:10][CH:11]([CH2:16][CH3:17])[CH2:12][CH2:13][CH2:14][CH3:15].[OH-].[K+]. The catalyst is O. The yield is 0.640. The product is [CH2:16]([CH:11]([CH2:12][CH2:13][CH2:14][CH3:15])[CH2:10][O:2][C:1]1[CH:8]=[CH:7][C:5]([O:6][CH2:10][CH:11]([CH2:16][CH3:17])[CH2:12][CH2:13][CH2:14][CH3:15])=[CH:4][CH:3]=1)[CH3:17]. (4) The reactants are Cl[C:2]1[CH:7]=[CH:6][C:5]([N+:8]([O-:10])=[O:9])=[CH:4][C:3]=1[O:11][CH3:12].[CH3:13][C:14]1[N:15]=[CH:16][NH:17][CH:18]=1.[OH-].[K+]. The catalyst is CS(C)=O. The product is [CH3:12][O:11][C:3]1[CH:4]=[C:5]([N+:8]([O-:10])=[O:9])[CH:6]=[CH:7][C:2]=1[N:17]1[CH:18]=[C:14]([CH3:13])[N:15]=[CH:16]1. The yield is 0.450. (5) The reactants are [CH:1]1([CH2:6][CH:7]([C:11]2[CH:16]=[CH:15][C:14]([S:17][C:18]([F:21])([F:20])[F:19])=[CH:13][CH:12]=2)[C:8]([OH:10])=O)[CH2:5][CH2:4][CH2:3][CH2:2]1.C1(P(C2C=CC=CC=2)C2C=CC=CC=2)C=CC=CC=1.BrN1C(=O)CCC1=O.[NH2:49][C:50]1[CH:55]=[CH:54][CH:53]=[CH:52][N:51]=1. The catalyst is C(Cl)Cl. The product is [CH:1]1([CH2:6][CH:7]([C:11]2[CH:16]=[CH:15][C:14]([S:17][C:18]([F:21])([F:20])[F:19])=[CH:13][CH:12]=2)[C:8]([NH:49][C:50]2[CH:55]=[CH:54][CH:53]=[CH:52][N:51]=2)=[O:10])[CH2:2][CH2:3][CH2:4][CH2:5]1. The yield is 0.340.